Task: Predict the product of the given reaction.. Dataset: Forward reaction prediction with 1.9M reactions from USPTO patents (1976-2016) Given the reactants [CH3:1][C:2]1[O:6][C:5]([CH2:7]O)=[CH:4][C:3]=1[C:9]1[CH:14]=[CH:13][CH:12]=[C:11]([C:15]([F:18])([F:17])[F:16])[CH:10]=1.[NH:19]1[CH:23]=[C:22]([C:24]([O:26][CH2:27][CH3:28])=[O:25])[CH:21]=[N:20]1.C1(P(C2C=CC=CC=2)C2C=CC=CC=2)C=CC=CC=1.N(C(OC(C)C)=O)=NC(OC(C)C)=O.[Cl-].[NH4+], predict the reaction product. The product is: [CH3:1][C:2]1[O:6][C:5]([CH2:7][N:19]2[CH:23]=[C:22]([C:24]([O:26][CH2:27][CH3:28])=[O:25])[CH:21]=[N:20]2)=[CH:4][C:3]=1[C:9]1[CH:14]=[CH:13][CH:12]=[C:11]([C:15]([F:16])([F:17])[F:18])[CH:10]=1.